This data is from Reaction yield outcomes from USPTO patents with 853,638 reactions. The task is: Predict the reaction yield, written as a fraction of the theoretical maximum amount of product (1.0 means a 100% yield; for example, 0.34 means a 34% yield). (1) The reactants are Br[C:2]1[C:15]2[C:16]3=[C:17]4[C:12](=[CH:13][CH:14]=2)[CH:11]=[CH:10][CH:9]=[C:8]4[CH:7]=[CH:6][C:5]3=[CH:4][CH:3]=1.O. The catalyst is C(OCC)C.[Ni](Cl)Cl.C1(P(C2C=CC=CC=2)CCP(C2C=CC=CC=2)C2C=CC=CC=2)C=CC=CC=1. The product is [CH:9]1[C:8]2[C:17]3=[C:16]4[C:5](=[CH:6][CH:7]=2)[CH:4]=[CH:3][CH:2]=[C:15]4[CH:14]=[CH:13][C:12]3=[CH:11][CH:10]=1. The yield is 0.680. (2) The product is [Cl:1][C:2]1[CH:3]=[C:4]([CH:9]=[C:10]([Cl:21])[C:11]=1[O:12][C:13]1[CH:18]=[CH:17][C:16]([OH:19])=[CH:15][CH:14]=1)[C:5]([OH:7])=[O:6]. The reactants are [Cl:1][C:2]1[CH:3]=[C:4]([CH:9]=[C:10]([Cl:21])[C:11]=1[O:12][C:13]1[CH:18]=[CH:17][C:16]([O:19]C)=[CH:15][CH:14]=1)[C:5]([O:7]C)=[O:6].B(Br)(Br)Br. The yield is 0.750. The catalyst is C(Cl)Cl. (3) The reactants are [O:1]1[C:5]([C:6]2[CH:11]=[CH:10][C:9]([NH:12][C:13]3[N:14]=[C:15]([N:23]([C:27]4[CH:32]=[CH:31][CH:30]=[CH:29][CH:28]=4)[CH2:24][CH2:25][OH:26])[C:16]4[CH2:22][NH:21][CH2:20][CH2:19][C:17]=4[N:18]=3)=[CH:8][CH:7]=2)=[CH:4][N:3]=[CH:2]1.C(N(CC)CC)C.[C:40](Cl)(=[O:44])[O:41][CH2:42][CH3:43]. The catalyst is CO.ClCCl. The product is [OH:26][CH2:25][CH2:24][N:23]([C:27]1[CH:28]=[CH:29][CH:30]=[CH:31][CH:32]=1)[C:15]1[C:16]2[CH2:22][N:21]([C:40]([O:41][CH2:42][CH3:43])=[O:44])[CH2:20][CH2:19][C:17]=2[N:18]=[C:13]([NH:12][C:9]2[CH:10]=[CH:11][C:6]([C:5]3[O:1][CH:2]=[N:3][CH:4]=3)=[CH:7][CH:8]=2)[N:14]=1. The yield is 0.240. (4) No catalyst specified. The product is [Br:1][C:2]1[CH:11]=[N:10][C:9]2[N:8]([C:12](=[O:14])[CH3:13])[C@@H:7]([CH3:15])[CH2:6][NH:5][C:4]=2[CH:3]=1. The yield is 0.500. The reactants are [Br:1][C:2]1[CH:11]=[N:10][C:9]2[N:8]([C:12](=[O:14])[CH3:13])[C@@H:7]([CH3:15])[CH2:6][N:5](S(C3C=CC(C)=CC=3)(=O)=O)[C:4]=2[CH:3]=1.S(=O)(=O)(O)O. (5) The reactants are [F:1][C:2]([F:29])([F:28])[C:3]([C:5]1[C:13]2[C:8](=[CH:9][CH:10]=[CH:11][CH:12]=2)[N:7]([CH2:14][C:15]#[C:16][C:17]2[CH:22]=[CH:21][C:20]([C:23]#[C:24][CH2:25][CH2:26][OH:27])=[CH:19][CH:18]=2)[CH:6]=1)=[O:4].CC1(C)C2CC1CCC2NS(C1C=CC(C#CCCO)=CC=1)(=O)=O. No catalyst specified. The product is [F:29][C:2]([F:1])([F:28])[C:3]([C:5]1[C:13]2[C:8](=[CH:9][CH:10]=[CH:11][CH:12]=2)[N:7]([CH2:14][CH2:15][CH2:16][C:17]2[CH:18]=[CH:19][C:20]([CH2:23][CH2:24][CH2:25][CH2:26][OH:27])=[CH:21][CH:22]=2)[CH:6]=1)=[O:4]. The yield is 0.920.